Dataset: Full USPTO retrosynthesis dataset with 1.9M reactions from patents (1976-2016). Task: Predict the reactants needed to synthesize the given product. (1) Given the product [CH3:16][O:2][C:1]([CH2:4][C:5]1([C:6]([OH:8])=[O:7])[CH2:9][CH2:10][CH2:11][C:12]([CH3:13])([CH3:14])[O:15]1)=[O:3], predict the reactants needed to synthesize it. The reactants are: [C:1]([CH2:4][C:5]([OH:15])([CH2:9][CH2:10][CH:11]=[C:12]([CH3:14])[CH3:13])[C:6]([OH:8])=[O:7])([OH:3])=[O:2].[CH:16](O)=O.C(OCC)(=O)C.O. (2) Given the product [Cl:15][C:16]1[CH:17]=[CH:18][C:19]([C:22]2[CH:27]=[C:26]([C:28]([F:30])([F:29])[F:31])[N:25]=[C:24]([C:32]3[O:1][N:2]=[C:3]([C:4]4[CH:5]=[C:6]([S:10]([NH2:11])(=[O:12])=[O:13])[CH:7]=[CH:8][CH:9]=4)[N:14]=3)[N:23]=2)=[CH:20][CH:21]=1, predict the reactants needed to synthesize it. The reactants are: [OH:1][NH:2][C:3](=[NH:14])[C:4]1[CH:9]=[CH:8][CH:7]=[C:6]([S:10](=[O:13])(=[O:12])[NH2:11])[CH:5]=1.[Cl:15][C:16]1[CH:21]=[CH:20][C:19]([C:22]2[CH:27]=[C:26]([C:28]([F:31])([F:30])[F:29])[N:25]=[C:24]([C:32](O)=O)[N:23]=2)=[CH:18][CH:17]=1.